From a dataset of Catalyst prediction with 721,799 reactions and 888 catalyst types from USPTO. Predict which catalyst facilitates the given reaction. (1) Reactant: [Br:1][C:2]1[C:3]([C:14]([F:17])([F:16])[F:15])=[CH:4][C:5]([C:8](=[O:13])[C:9]([F:12])([F:11])[F:10])=[N:6][CH:7]=1.BrC1C=CC(C(O)([C:26]([F:29])([F:28])[F:27])[C:26]([F:29])([F:28])[F:27])=CC=1C(F)F.[Si](C(F)(F)F)(C)(C)C.CCCC[N+](CCCC)(CCCC)CCCC.[F-].Cl. Product: [Br:1][C:2]1[C:3]([C:14]([F:17])([F:15])[F:16])=[CH:4][C:5]([C:8]([OH:13])([C:26]([F:29])([F:28])[F:27])[C:9]([F:12])([F:11])[F:10])=[N:6][CH:7]=1. The catalyst class is: 1. (2) Reactant: [CH2:1]([O:3][C:4]1[CH:5]=[C:6]([C@@H:12]2[C@H:17]([NH:18][C:19]([C:21]3[CH:22]=[C:23]([CH:28]=[CH:29][CH:30]=3)[C:24]([O:26][CH3:27])=[O:25])=O)[CH2:16][CH2:15][S:14][CH2:13]2)[CH:7]=[CH:8][C:9]=1[O:10][CH3:11])[CH3:2].ClC1C=CC=CN=1.O=P(Cl)(Cl)Cl. Product: [CH2:1]([O:3][C:4]1[C:9]([O:10][CH3:11])=[CH:8][C:7]2[C:19]([C:21]3[CH:22]=[C:23]([CH:28]=[CH:29][CH:30]=3)[C:24]([O:26][CH3:27])=[O:25])=[N:18][C@@H:17]3[CH2:16][CH2:15][S:14][CH2:13][C@@H:12]3[C:6]=2[CH:5]=1)[CH3:2]. The catalyst class is: 11. (3) Reactant: Br[C:2]1[CH:7]=[CH:6][C:5]([CH3:8])=[CH:4][C:3]=1[O:9][CH3:10].C([Li])(C)(C)C.[B:16](OC)([O:19]C)[O:17]C. Product: [CH3:10][O:9][C:3]1[CH:4]=[C:5]([CH3:8])[CH:6]=[CH:7][C:2]=1[B:16]([OH:19])[OH:17]. The catalyst class is: 773. (4) Reactant: [C:1]([O:6][CH3:7])(=[O:5])[C:2]([CH3:4])=[CH2:3].C=CC1C=CC=CC=1.[C:16]([O:20]O)([CH3:19])(C)C. Product: [C:1]([O:6][CH2:7][CH:16]1[O:20][CH2:19]1)(=[O:5])[C:2]([CH3:4])=[CH2:3]. The catalyst class is: 6. (5) Reactant: Br[C:2]1[N:7]=[C:6]([C:8]([OH:10])=[O:9])[CH:5]=[CH:4][C:3]=1[F:11].[F:12][C:13]1[CH:14]=[C:15](B(O)O)[CH:16]=[CH:17][C:18]=1[F:19]. Product: [F:12][C:13]1[CH:14]=[C:15]([C:2]2[N:7]=[C:6]([C:8]([OH:10])=[O:9])[CH:5]=[CH:4][C:3]=2[F:11])[CH:16]=[CH:17][C:18]=1[F:19]. The catalyst class is: 462. (6) Reactant: [Cl:1][C:2]1[CH:7]=[CH:6][C:5]([CH2:8][NH:9][C:10]([C:12]2[NH:13][C:14]3[C:19]([CH:20]=2)=[CH:18][C:17]([NH:21][C:22](=[O:30])[CH2:23][CH2:24][O:25]C(C)(C)C)=[CH:16][CH:15]=3)=[O:11])=[C:4]([F:31])[C:3]=1[O:32][C:33]1[CH:38]=[C:37]([C:39]#[N:40])[CH:36]=[C:35]([Cl:41])[CH:34]=1. Product: [Cl:1][C:2]1[CH:7]=[CH:6][C:5]([CH2:8][NH:9][C:10]([C:12]2[NH:13][C:14]3[C:19]([CH:20]=2)=[CH:18][C:17]([NH:21][C:22](=[O:30])[CH2:23][CH2:24][OH:25])=[CH:16][CH:15]=3)=[O:11])=[C:4]([F:31])[C:3]=1[O:32][C:33]1[CH:38]=[C:37]([C:39]#[N:40])[CH:36]=[C:35]([Cl:41])[CH:34]=1. The catalyst class is: 89.